From a dataset of Full USPTO retrosynthesis dataset with 1.9M reactions from patents (1976-2016). Predict the reactants needed to synthesize the given product. Given the product [F:1][C:2]1[CH:7]=[C:6]([O:8][C@H:9]2[CH2:13][CH2:12][CH2:11][C@@H:10]2[C:14]2[N:18]([CH3:19])[N:17]=[CH:16][CH:15]=2)[CH:5]=[CH:4][C:3]=1[S:20]([NH:23][C:27]1[CH:28]=[CH:29][N:30]=[C:25]([F:24])[N:26]=1)(=[O:21])=[O:22], predict the reactants needed to synthesize it. The reactants are: [F:1][C:2]1[CH:7]=[C:6]([O:8][C@H:9]2[CH2:13][CH2:12][CH2:11][C@@H:10]2[C:14]2[N:18]([CH3:19])[N:17]=[CH:16][CH:15]=2)[CH:5]=[CH:4][C:3]=1[S:20]([NH2:23])(=[O:22])=[O:21].[F:24][C:25]1[N:30]=[C:29](F)[CH:28]=[CH:27][N:26]=1.C(=O)([O-])[O-].[K+].[K+].